From a dataset of Catalyst prediction with 721,799 reactions and 888 catalyst types from USPTO. Predict which catalyst facilitates the given reaction. (1) The catalyst class is: 3. Product: [Br:24][C:25]1[C:26]([CH3:34])=[C:27]([N:31]2[C:11](=[O:13])[CH:10]([Se:15][C:16]3[CH:21]=[CH:20][CH:19]=[CH:18][CH:17]=3)[CH2:9][N:8]([CH2:7][C:6]3[CH:5]=[CH:4][C:3]([O:2][CH3:1])=[CH:23][CH:22]=3)[C:32]2=[O:33])[CH:28]=[CH:29][CH:30]=1. Reactant: [CH3:1][O:2][C:3]1[CH:23]=[CH:22][C:6]([CH2:7][NH:8][CH2:9][CH:10]([Se:15][C:16]2[CH:21]=[CH:20][CH:19]=[CH:18][CH:17]=2)[C:11]([O:13]C)=O)=[CH:5][CH:4]=1.[Br:24][C:25]1[CH:30]=[CH:29][CH:28]=[C:27]([N:31]=[C:32]=[O:33])[C:26]=1[CH3:34].C([O-])([O-])=O.[K+].[K+]. (2) Reactant: C([O:4][C@@H:5]1[C@@H:28]([O:29]C(=O)C)[C@H:27]([O:33]C(=O)C)[C@@H:26]([CH2:37][O:38]C(=O)C)[O:25][C@H:6]1[O:7][C:8]1[CH:13]=[CH:12][CH:11]=[CH:10][C:9]=1[CH2:14][C:15]1[CH:20]=[CH:19][C:18]([O:21][CH2:22][CH:23]=[CH2:24])=[CH:17][CH:16]=1)(=O)C.C[O-].[Na+]. Product: [O:7]([C:8]1[CH:13]=[CH:12][CH:11]=[CH:10][C:9]=1[CH2:14][C:15]1[CH:16]=[CH:17][C:18]([O:21][CH2:22][CH:23]=[CH2:24])=[CH:19][CH:20]=1)[C@@H:6]1[O:25][C@H:26]([CH2:37][OH:38])[C@@H:27]([OH:33])[C@H:28]([OH:29])[C@H:5]1[OH:4]. The catalyst class is: 111. (3) Reactant: C([O:4][CH:5](OC(=O)C)[C:6]1[CH:11]=[C:10]([O:12][CH2:13][CH:14]([CH2:19][CH3:20])[CH2:15][CH2:16][CH2:17][CH3:18])[C:9]([N+:21]([O-:23])=[O:22])=[CH:8][C:7]=1[O:24][CH2:25][CH:26]([CH2:31][CH3:32])[CH2:27][CH2:28][CH2:29][CH3:30])(=O)C.S(=O)(=O)(O)O.O. Product: [CH2:31]([CH:26]([CH2:27][CH2:28][CH2:29][CH3:30])[CH2:25][O:24][C:7]1[CH:8]=[C:9]([N+:21]([O-:23])=[O:22])[C:10]([O:12][CH2:13][CH:14]([CH2:19][CH3:20])[CH2:15][CH2:16][CH2:17][CH3:18])=[CH:11][C:6]=1[CH:5]=[O:4])[CH3:32]. The catalyst class is: 8. (4) Reactant: [Br:1][C:2]([F:22])([F:21])[C:3]([F:20])([F:19])[O:4][C:5]1[CH:10]=[CH:9][CH:8]=[C:7]([O:11][C:12]([F:18])([F:17])[C:13]([F:16])([F:15])[Br:14])[CH:6]=1.[Cl:23][S:24](O)(=[O:26])=[O:25].Cl. Product: [Br:1][C:2]([F:21])([F:22])[C:3]([F:19])([F:20])[O:4][C:5]1[CH:6]=[C:7]([O:11][C:12]([F:17])([F:18])[C:13]([F:15])([F:16])[Br:14])[CH:8]=[CH:9][C:10]=1[S:24]([Cl:23])(=[O:26])=[O:25]. The catalyst class is: 22. (5) Reactant: [NH2:1][C@H:2]([C:5]([OH:7])=[O:6])[CH2:3]O.S([O-])([O-])=O.[Na+].[Na+].CC1C(O)=C(C=O)C(COP(O)(O)=O)=CN=1.[OH-].[K+].[F:32][C:33]1[CH:34]=[C:35]2[C:39](=[CH:40][CH:41]=1)[NH:38][CH:37]=[CH:36]2. Product: [F:32][C:33]1[CH:34]=[C:35]2[C:39]([NH:38][CH:37]=[C:36]2[CH2:3][C@@H:2]([C:5]([OH:7])=[O:6])[NH2:1])=[CH:40][CH:41]=1. The catalyst class is: 5. (6) Reactant: [NH:1]([CH2:6][C:7]([OH:9])=[O:8])[CH2:2][C:3]([OH:5])=[O:4].C([O-])([O-])=O.[K+].[K+].C1C(=O)N([O:23][C:24]([O:26][CH2:27][C:28]2[CH:33]=[CH:32][CH:31]=[CH:30][CH:29]=2)=O)C(=O)C1. Product: [CH2:27]([O:26][C:24]([N:1]([CH2:6][C:7]([OH:9])=[O:8])[CH2:2][C:3]([OH:5])=[O:4])=[O:23])[C:28]1[CH:33]=[CH:32][CH:31]=[CH:30][CH:29]=1. The catalyst class is: 283.